Dataset: Catalyst prediction with 721,799 reactions and 888 catalyst types from USPTO. Task: Predict which catalyst facilitates the given reaction. Reactant: Cl.C(O)C.[NH2:5][C:6]1[C:7]2[C:8]3[C:9](=[N:21][N:22]([CH2:24][C:25]4[C:30]([Cl:31])=[C:29]([O:32][CH3:33])[C:28]([CH3:34])=[CH:27][N:26]=4)[N:23]=2)[CH:10]=[C:11]([CH2:16][C:17]([NH:19][CH3:20])=[O:18])[C:12]=3[CH2:13][S:14][N:15]=1. Product: [ClH:31].[NH2:5][C:6]1[C:7]2[C:8]3[C:9](=[N:21][N:22]([CH2:24][C:25]4[C:30]([Cl:31])=[C:29]([O:32][CH3:33])[C:28]([CH3:34])=[CH:27][N:26]=4)[N:23]=2)[CH:10]=[C:11]([CH2:16][C:17]([NH:19][CH3:20])=[O:18])[C:12]=3[CH2:13][S:14][N:15]=1. The catalyst class is: 6.